From a dataset of Full USPTO retrosynthesis dataset with 1.9M reactions from patents (1976-2016). Predict the reactants needed to synthesize the given product. (1) Given the product [C:10]([N:9]1[C:6]2[C:5](=[CH:4][C:3]([OH:2])=[CH:8][CH:7]=2)[C:14]([CH3:16])([CH3:15])[CH2:13]1)(=[O:12])[CH3:11], predict the reactants needed to synthesize it. The reactants are: C[O:2][C:3]1[CH:8]=[CH:7][C:6]([N:9]([CH2:13][C:14]([CH3:16])=[CH2:15])[C:10](=[O:12])[CH3:11])=[CH:5][CH:4]=1.[Cl-].[Al+3].[Cl-].[Cl-]. (2) The reactants are: [NH2:1][C@@H:2]1[CH2:7][CH2:6][N:5]([C:8]([O:10][C:11]([CH3:14])([CH3:13])[CH3:12])=[O:9])[CH2:4][C@H:3]1[F:15].[Cl:16][C:17]1[N:18]=[C:19]([C:24](O)=[O:25])[NH:20][C:21]=1[CH2:22][CH3:23].O.ON1C2C=CC=CC=2N=N1.CCN=C=NCCCN(C)C.Cl.C(N(CC)CC)C. Given the product [Cl:16][C:17]1[N:18]=[C:19]([C:24]([NH:1][C@@H:2]2[CH2:7][CH2:6][N:5]([C:8]([O:10][C:11]([CH3:12])([CH3:14])[CH3:13])=[O:9])[CH2:4][C@H:3]2[F:15])=[O:25])[NH:20][C:21]=1[CH2:22][CH3:23], predict the reactants needed to synthesize it. (3) Given the product [Cl:1][C:2]1[CH:3]=[C:4]([C:9]2([C:22]([F:23])([F:25])[F:24])[O:13][N:12]=[C:11]([C:14]3[CH:15]=[CH:16][C:17]([CH3:21])=[C:18]([NH:19][C:31](=[O:32])[C:30]4[CH:34]=[CH:35][CH:36]=[C:28]([C:26]#[N:27])[CH:29]=4)[CH:20]=3)[CH2:10]2)[CH:5]=[C:6]([Cl:8])[CH:7]=1, predict the reactants needed to synthesize it. The reactants are: [Cl:1][C:2]1[CH:3]=[C:4]([C:9]2([C:22]([F:25])([F:24])[F:23])[O:13][N:12]=[C:11]([C:14]3[CH:15]=[CH:16][C:17]([CH3:21])=[C:18]([CH:20]=3)[NH2:19])[CH2:10]2)[CH:5]=[C:6]([Cl:8])[CH:7]=1.[C:26]([C:28]1[CH:29]=[C:30]([CH:34]=[CH:35][CH:36]=1)[C:31](O)=[O:32])#[N:27].Cl.C(N(CC)CCCN=C=NCC)C.C(=O)([O-])O.[Na+]. (4) Given the product [NH2:20][C:5]1[C:6]([O:8][C:9]2[CH:14]=[CH:13][C:12]([CH2:15][CH2:16][CH3:17])=[CH:11][C:10]=2[OH:18])=[N:7][C:2]([Cl:1])=[CH:3][CH:4]=1, predict the reactants needed to synthesize it. The reactants are: [Cl:1][C:2]1[N:7]=[C:6]([O:8][C:9]2[CH:14]=[CH:13][C:12]([CH2:15][CH2:16][CH3:17])=[CH:11][C:10]=2[O:18]C)[C:5]([NH2:20])=[CH:4][CH:3]=1.B(Br)(Br)Br.[NH4+].[Cl-]. (5) Given the product [CH:1]1([N:5]2[CH2:11][CH2:10][C:9]3[CH:12]=[CH:13][C:14]([C:16]4[N:21]=[CH:20][C:19]([C:22]([NH:28][CH3:27])=[O:24])=[CH:18][CH:17]=4)=[CH:15][C:8]=3[CH2:7][CH2:6]2)[CH2:2][CH2:3][CH2:4]1, predict the reactants needed to synthesize it. The reactants are: [CH:1]1([N:5]2[CH2:11][CH2:10][C:9]3[CH:12]=[CH:13][C:14]([C:16]4[N:21]=[CH:20][C:19]([C:22]([OH:24])=O)=[CH:18][CH:17]=4)=[CH:15][C:8]=3[CH2:7][CH2:6]2)[CH2:4][CH2:3][CH2:2]1.CN.[CH3:27][N:28](C(ON1N=NC2C=CC=NC1=2)=[N+](C)C)C.F[P-](F)(F)(F)(F)F.C(N(CC)CC)C. (6) Given the product [OH:43][CH2:44][CH2:45][NH:46][C:47]([NH:49][C:50]1[CH:55]=[CH:54][C:53]([C:24]2[N:29]=[C:28]([N:30]3[CH2:35][CH2:34][O:33][CH2:32][C@@H:31]3[CH3:36])[CH:27]=[C:26]([C:37]3[CH:42]=[CH:41][CH:40]=[CH:39][N:38]=3)[N:25]=2)=[CH:52][CH:51]=1)=[O:48], predict the reactants needed to synthesize it. The reactants are: FC1C=C(C2N=C(SC)N=C(N3CCOC[C@@H]3C)C=2)C=NC=1.Cl[C:24]1[N:29]=[C:28]([N:30]2[CH2:35][CH2:34][O:33][CH2:32][C@@H:31]2[CH3:36])[CH:27]=[C:26]([C:37]2[CH:42]=[CH:41][CH:40]=[CH:39][N:38]=2)[N:25]=1.[OH:43][CH2:44][CH2:45][NH:46][C:47]([NH:49][C:50]1[CH:55]=[CH:54][C:53](B2OC(C)(C)C(C)(C)O2)=[CH:52][CH:51]=1)=[O:48]. (7) The reactants are: [NH2:1][C:2]1[S:3][CH:4]=[CH:5][C:6]=1[C:7]#[N:8].O=[C:10]([CH3:17])[CH2:11][C:12]([O:14][CH2:15][CH3:16])=[O:13].Cl[Sn](Cl)(Cl)Cl.[OH-].[Na+]. Given the product [NH2:8][C:7]1[C:11]([C:12]([O:14][CH2:15][CH3:16])=[O:13])=[C:10]([CH3:17])[N:1]=[C:2]2[S:3][CH:4]=[CH:5][C:6]=12, predict the reactants needed to synthesize it.